This data is from Reaction yield outcomes from USPTO patents with 853,638 reactions. The task is: Predict the reaction yield, written as a fraction of the theoretical maximum amount of product (1.0 means a 100% yield; for example, 0.34 means a 34% yield). (1) The reactants are [C:1]([O:9][C@@H:10]1[C@@H:14]([CH2:15][OH:16])[CH2:13][C@@H:12]([NH:17]C(OC(C)(C)C)=O)[C@@H:11]1[O:25][C:26](=[O:33])[C:27]1[CH:32]=[CH:31][CH:30]=[CH:29][CH:28]=1)(=[O:8])[C:2]1[CH:7]=[CH:6][CH:5]=[CH:4][CH:3]=1.[ClH:34].O1CCOCC1. No catalyst specified. The product is [ClH:34].[C:1]([O:9][C@@H:10]1[C@@H:14]([CH2:15][OH:16])[CH2:13][C@@H:12]([NH2:17])[C@@H:11]1[O:25][C:26](=[O:33])[C:27]1[CH:32]=[CH:31][CH:30]=[CH:29][CH:28]=1)(=[O:8])[C:2]1[CH:3]=[CH:4][CH:5]=[CH:6][CH:7]=1. The yield is 0.900. (2) The reactants are [Cl:1][C:2]1[CH:3]=[CH:4][C:5]([OH:25])=[C:6]([CH:24]=1)[C:7]([NH:9][C:10]1[CH:15]=[C:14]([C:16]([F:19])([F:18])[F:17])[CH:13]=[C:12]([C:20]([F:23])([F:22])[F:21])[CH:11]=1)=[O:8].Cl[CH2:27][O:28][C:29]([N:31]1[CH2:41][CH2:40][CH:34]([C:35]([O:37][CH2:38][CH3:39])=[O:36])[CH2:33][CH2:32]1)=[O:30]. No catalyst specified. The product is [Cl:1][C:2]1[CH:3]=[CH:4][C:5]([O:25][CH2:27][O:28][C:29]([N:31]2[CH2:41][CH2:40][CH:34]([C:35]([O:37][CH2:38][CH3:39])=[O:36])[CH2:33][CH2:32]2)=[O:30])=[C:6]([CH:24]=1)[C:7]([NH:9][C:10]1[CH:15]=[C:14]([C:16]([F:19])([F:18])[F:17])[CH:13]=[C:12]([C:20]([F:21])([F:22])[F:23])[CH:11]=1)=[O:8]. The yield is 0.657. (3) The reactants are C1COCC1.[N:6]1[CH:11]=[CH:10][CH:9]=[C:8]([CH:12]=[N:13][OH:14])[CH:7]=1.ClN1C(=O)CCC1=O.[CH3:23][Si:24]([CH3:32])([CH3:31])[C:25]#[C:26][Si:27]([CH3:30])([CH3:29])[CH3:28]. The catalyst is C(OCC)(=O)C.C(N(CC)CC)C. The product is [CH3:23][Si:24]([CH3:32])([CH3:31])[C:25]1[C:12]([C:8]2[CH:7]=[N:6][CH:11]=[CH:10][CH:9]=2)=[N:13][O:14][C:26]=1[Si:27]([CH3:30])([CH3:29])[CH3:28]. The yield is 0.170. (4) The product is [C:27]([C:26]1[C:21]([NH2:20])=[N:22][C:23]([CH2:29][O:30][CH3:31])=[CH:24][CH:25]=1)#[CH:1]. The yield is 0.500. The reactants are [CH:1](NC(C)C)(C)C.C([Li])CCC.C[Si](C=[N+]=[N-])(C)C.[NH2:20][C:21]1[C:26]([CH:27]=O)=[CH:25][CH:24]=[C:23]([CH2:29][O:30][CH3:31])[N:22]=1. The catalyst is O1CCCC1.C(O)(=O)C. (5) The reactants are C(OC(=O)[NH:7][C:8]1[CH:13]=[C:12]([O:14][C:15]2[CH:20]=[CH:19][C:18]([NH:21][C:22]([O:24][CH2:25][C:26]3[CH:31]=[CH:30][CH:29]=[CH:28][CH:27]=3)=[O:23])=[CH:17][C:16]=2[F:32])[CH:11]=[CH:10][N:9]=1)(C)(C)C.Cl.C(OCC)(=O)C.[OH-].[Na+]. The catalyst is C(OCC)C. The product is [CH2:25]([O:24][C:22](=[O:23])[NH:21][C:18]1[CH:19]=[CH:20][C:15]([O:14][C:12]2[CH:11]=[CH:10][N:9]=[C:8]([NH2:7])[CH:13]=2)=[C:16]([F:32])[CH:17]=1)[C:26]1[CH:27]=[CH:28][CH:29]=[CH:30][CH:31]=1. The yield is 0.117. (6) The reactants are C1C(=O)N([Br:8])C(=O)C1.[CH3:9][N:10]1[C:14]([C:15]2[CH:16]=[C:17]([C:20]([O:22][CH3:23])=[O:21])[S:18][CH:19]=2)=[CH:13][CH:12]=[N:11]1. The catalyst is O1CCCC1. The product is [Br:8][C:13]1[CH:12]=[N:11][N:10]([CH3:9])[C:14]=1[C:15]1[CH:16]=[C:17]([C:20]([O:22][CH3:23])=[O:21])[S:18][CH:19]=1. The yield is 0.830.